From a dataset of Reaction yield outcomes from USPTO patents with 853,638 reactions. Predict the reaction yield, written as a fraction of the theoretical maximum amount of product (1.0 means a 100% yield; for example, 0.34 means a 34% yield). (1) The reactants are [OH-].[NH4+:2].[C:3]([C:7]1[CH:11]=[C:10]([C:12](Cl)=[O:13])[N:9]([CH3:15])[N:8]=1)([CH3:6])([CH3:5])[CH3:4]. The catalyst is ClCCl. The product is [C:3]([C:7]1[CH:11]=[C:10]([C:12]([NH2:2])=[O:13])[N:9]([CH3:15])[N:8]=1)([CH3:6])([CH3:5])[CH3:4]. The yield is 0.970. (2) The reactants are [Na].[C:2]1([CH:9]=[CH:8][CH:7]=[C:5]([OH:6])[CH:4]=1)[OH:3].[CH2:10](Br)[CH:11]=[C:12]([CH3:14])[CH3:13]. No catalyst specified. The product is [CH3:13][C:12]([CH3:14])=[CH:11][CH2:10][C:4]1[C:2]([OH:3])=[CH:9][CH:8]=[CH:7][C:5]=1[OH:6]. The yield is 0.100. (3) The reactants are CO.Cl[C:4]1[C:9]([N+:10]([O-:12])=[O:11])=[CH:8][CH:7]=[CH:6][N:5]=1.[CH3:13][S-:14].[Na+]. The catalyst is O. The product is [CH3:13][S:14][C:4]1[C:9]([N+:10]([O-:12])=[O:11])=[CH:8][CH:7]=[CH:6][N:5]=1. The yield is 0.640. (4) The reactants are Cl[C:2]1[N:7]=[C:6]([NH:8][C:9]2[CH:10]=[C:11]3[C:15](=[CH:16][CH:17]=2)[NH:14][N:13]=[CH:12]3)[CH:5]=[CH:4][N:3]=1.[CH:18]1([NH:21][C:22](=[O:41])[CH2:23][O:24][C:25]2[CH:30]=[CH:29][C:28]([F:31])=[C:27](B3OC(C)(C)C(C)(C)O3)[CH:26]=2)[CH2:20][CH2:19]1.CC([O-])=O.[K+]. The catalyst is O1CCOCC1.O.C(Cl)Cl.C1C=CC(P(C2C=CC=CC=2)[C-]2C=CC=C2)=CC=1.C1C=CC(P(C2C=CC=CC=2)[C-]2C=CC=C2)=CC=1.Cl[Pd]Cl.[Fe+2]. The product is [NH:14]1[C:15]2[C:11](=[CH:10][C:9]([NH:8][C:6]3[CH:5]=[CH:4][N:3]=[C:2]([C:27]4[CH:26]=[C:25]([CH:30]=[CH:29][C:28]=4[F:31])[O:24][CH2:23][C:22]([NH:21][CH:18]4[CH2:19][CH2:20]4)=[O:41])[N:7]=3)=[CH:17][CH:16]=2)[CH:12]=[N:13]1. The yield is 0.140. (5) The reactants are Br[C:2]1[CH:7]=[C:6]([F:8])[C:5]([F:9])=[CH:4][C:3]=1[C:10]1[CH:15]=[CH:14][C:13]([S:16]([CH3:19])(=[O:18])=[O:17])=[CH:12][CH:11]=1.[CH3:20][C:21]1[CH:26]=[CH:25][C:24](B(O)O)=[CH:23][CH:22]=1. No catalyst specified. The product is [F:9][C:5]1[CH:4]=[C:3]([C:10]2[CH:15]=[CH:14][C:13]([S:16]([CH3:19])(=[O:18])=[O:17])=[CH:12][CH:11]=2)[C:2]([C:24]2[CH:25]=[CH:26][C:21]([CH3:20])=[CH:22][CH:23]=2)=[CH:7][C:6]=1[F:8]. The yield is 0.970.